Dataset: Forward reaction prediction with 1.9M reactions from USPTO patents (1976-2016). Task: Predict the product of the given reaction. (1) Given the reactants [C:1]1([N:7]2[CH2:12][CH2:11][CH:10]([NH:13][C:14]3[C:23]4[C:18](=[CH:19][CH:20]=[C:21]([C:24]([OH:26])=O)[CH:22]=4)[N:17]=[CH:16][N:15]=3)[CH2:9][CH2:8]2)[CH:6]=[CH:5][CH:4]=[CH:3][CH:2]=1.Cl.[CH3:28][O:29][NH:30][CH3:31].CN(C(ON1N=NC2C=CC=NC1=2)=[N+](C)C)C.F[P-](F)(F)(F)(F)F.CN(C)C=O, predict the reaction product. The product is: [CH3:28][O:29][N:30]([CH3:31])[C:24]([C:21]1[CH:22]=[C:23]2[C:18](=[CH:19][CH:20]=1)[N:17]=[CH:16][N:15]=[C:14]2[NH:13][CH:10]1[CH2:11][CH2:12][N:7]([C:1]2[CH:6]=[CH:5][CH:4]=[CH:3][CH:2]=2)[CH2:8][CH2:9]1)=[O:26]. (2) Given the reactants [NH2:1]N.[C:3]1(=O)[NH:7][C:6](=[O:8])[C:5]2=[CH:9][CH:10]=[CH:11][CH:12]=[C:4]12, predict the reaction product. The product is: [NH:7]1[C:3]2[C:10](=[CH:11][CH:12]=[CH:4][N:1]=2)[CH2:9][CH2:5][C:6]1=[O:8]. (3) Given the reactants [F:1][C:2]1[CH:11]=[C:10]([C:12]2[N:17]=[C:16]3[N:18]([CH2:21][C:22]4[CH:23]=[C:24]5[C:29](=[CH:30][CH:31]=4)[N:28]=[CH:27][CH:26]=[CH:25]5)[N:19]=[N:20][C:15]3=[CH:14][CH:13]=2)[CH:9]=[CH:8][C:3]=1C(NC)=O.FC1C=C(B(O)O)C=C[C:38]=1[O:39]C.C(=O)([O-])[O-].[K+].[K+].O1CCOCC1, predict the reaction product. The product is: [F:1][C:2]1[CH:11]=[C:10]([C:12]2[N:17]=[C:16]3[N:18]([CH2:21][C:22]4[CH:23]=[C:24]5[C:29](=[CH:30][CH:31]=4)[N:28]=[CH:27][CH:26]=[CH:25]5)[N:19]=[N:20][C:15]3=[CH:14][CH:13]=2)[CH:9]=[CH:8][C:3]=1[O:39][CH3:38]. (4) Given the reactants CC1C=C(C)C=C(C)C=1S([O-])(=O)=O.[NH2:14][N+:15]1[CH:20]=[CH:19][CH:18]=[C:17]([CH2:21][OH:22])[CH:16]=1.[CH2:23]([O:25][C:26](=[O:31])[C:27]#[C:28][CH2:29][CH3:30])[CH3:24], predict the reaction product. The product is: [CH2:23]([O:25][C:26]([C:27]1[C:28]([CH2:29][CH3:30])=[N:14][N:15]2[CH:20]=[CH:19][CH:18]=[C:17]([CH2:21][OH:22])[C:16]=12)=[O:31])[CH3:24].